From a dataset of NCI-60 drug combinations with 297,098 pairs across 59 cell lines. Regression. Given two drug SMILES strings and cell line genomic features, predict the synergy score measuring deviation from expected non-interaction effect. (1) Synergy scores: CSS=37.0, Synergy_ZIP=-3.23, Synergy_Bliss=-1.32, Synergy_Loewe=3.84, Synergy_HSA=4.71. Cell line: KM12. Drug 2: CN(CC1=CN=C2C(=N1)C(=NC(=N2)N)N)C3=CC=C(C=C3)C(=O)NC(CCC(=O)O)C(=O)O. Drug 1: CC(C1=C(C=CC(=C1Cl)F)Cl)OC2=C(N=CC(=C2)C3=CN(N=C3)C4CCNCC4)N. (2) Drug 1: C1C(C(OC1N2C=C(C(=O)NC2=O)F)CO)O. Drug 2: CC1=C(C(=CC=C1)Cl)NC(=O)C2=CN=C(S2)NC3=CC(=NC(=N3)C)N4CCN(CC4)CCO. Cell line: HCC-2998. Synergy scores: CSS=46.5, Synergy_ZIP=0.591, Synergy_Bliss=1.10, Synergy_Loewe=-6.85, Synergy_HSA=2.14. (3) Drug 2: C1CCC(CC1)NC(=O)N(CCCl)N=O. Synergy scores: CSS=48.6, Synergy_ZIP=5.10, Synergy_Bliss=5.07, Synergy_Loewe=-13.3, Synergy_HSA=5.03. Drug 1: CCCS(=O)(=O)NC1=C(C(=C(C=C1)F)C(=O)C2=CNC3=C2C=C(C=N3)C4=CC=C(C=C4)Cl)F. Cell line: M14. (4) Drug 1: CC(CN1CC(=O)NC(=O)C1)N2CC(=O)NC(=O)C2. Drug 2: CC(C)CN1C=NC2=C1C3=CC=CC=C3N=C2N. Cell line: SK-MEL-2. Synergy scores: CSS=21.3, Synergy_ZIP=-4.04, Synergy_Bliss=1.87, Synergy_Loewe=1.06, Synergy_HSA=1.09. (5) Drug 1: CS(=O)(=O)OCCCCOS(=O)(=O)C. Drug 2: COCCOC1=C(C=C2C(=C1)C(=NC=N2)NC3=CC=CC(=C3)C#C)OCCOC.Cl. Cell line: MDA-MB-435. Synergy scores: CSS=-7.05, Synergy_ZIP=4.30, Synergy_Bliss=0.575, Synergy_Loewe=-5.46, Synergy_HSA=-4.98. (6) Drug 1: C1CC(=O)NC(=O)C1N2CC3=C(C2=O)C=CC=C3N. Drug 2: C#CCC(CC1=CN=C2C(=N1)C(=NC(=N2)N)N)C3=CC=C(C=C3)C(=O)NC(CCC(=O)O)C(=O)O. Cell line: OVCAR-5. Synergy scores: CSS=2.76, Synergy_ZIP=-4.16, Synergy_Bliss=-6.95, Synergy_Loewe=-3.34, Synergy_HSA=-3.44.